Dataset: Catalyst prediction with 721,799 reactions and 888 catalyst types from USPTO. Task: Predict which catalyst facilitates the given reaction. (1) The catalyst class is: 25. Reactant: [Cl:1][C:2]1[CH:3]=[C:4]([C:14]2([OH:21])[CH2:17][CH:16]([C:18](O)=[O:19])[CH2:15]2)[CH:5]=[CH:6][C:7]=1[CH2:8][N:9]1[CH2:13][CH2:12][CH2:11][CH2:10]1.Cl.[CH:23]1([CH2:26][NH:27][CH3:28])[CH2:25][CH2:24]1.C(P1(=O)OP(CCC)(=O)OP(CCC)(=O)O1)CC.[OH-].[Na+]. Product: [CH:23]1([CH2:26][N:27]([CH3:28])[C:18]([CH:16]2[CH2:17][C:14]([C:4]3[CH:5]=[CH:6][C:7]([CH2:8][N:9]4[CH2:10][CH2:11][CH2:12][CH2:13]4)=[C:2]([Cl:1])[CH:3]=3)([OH:21])[CH2:15]2)=[O:19])[CH2:25][CH2:24]1. (2) Reactant: [Br:1][C:2]1[CH:3]=[C:4]([N+:9]([O-:11])=[O:10])[C:5](Cl)=[N:6][CH:7]=1.[NH:12]1[CH:16]=[CH:15][CH:14]=[N:13]1. Product: [Br:1][C:2]1[CH:3]=[C:4]([N+:9]([O-:11])=[O:10])[C:5]([N:12]2[CH:16]=[CH:15][CH:14]=[N:13]2)=[N:6][CH:7]=1. The catalyst class is: 12. (3) Reactant: Cl[C:2]1[CH:3]=[C:4]2[C:9](=[CH:10][CH:11]=1)[O:8][CH2:7][CH2:6][CH:5]2[O:12][C:13]1[CH:18]=[CH:17][CH:16]=[CH:15][C:14]=1[CH2:19][C:20]([O:22]C)=[O:21].Cl.[NH2:25][CH2:26][C:27]1[CH:28]=[C:29](B(O)O)[CH:30]=[CH:31][CH:32]=1. Product: [NH2:25][CH2:26][C:27]1[CH:28]=[C:29]([C:2]2[CH:3]=[C:4]3[C:9](=[CH:10][CH:11]=2)[O:8][CH2:7][CH2:6][CH:5]3[O:12][C:13]2[CH:18]=[CH:17][CH:16]=[CH:15][C:14]=2[CH2:19][C:20]([OH:22])=[O:21])[CH:30]=[CH:31][CH:32]=1. The catalyst class is: 3. (4) Reactant: [O:1]1[CH2:3][C@@H:2]1[C@@H:4]([NH:25][C:26](=[O:28])[CH3:27])[CH2:5][C:6]1[CH:11]=[CH:10][C:9]([NH:12][C:13]2[CH:18]=[C:17]([C:19]3[CH:24]=[CH:23][CH:22]=[CH:21][CH:20]=3)[N:16]=[CH:15][N:14]=2)=[CH:8][CH:7]=1.[C:29]([C:33]1[CH:34]=[C:35]([C:39]2([NH2:42])[CH2:41][CH2:40]2)[CH:36]=[CH:37][CH:38]=1)([CH3:32])([CH3:31])[CH3:30]. Product: [C:29]([C:33]1[CH:34]=[C:35]([C:39]2([NH:42][CH2:3][C@@H:2]([OH:1])[C@@H:4]([NH:25][C:26](=[O:28])[CH3:27])[CH2:5][C:6]3[CH:11]=[CH:10][C:9]([NH:12][C:13]4[CH:18]=[C:17]([C:19]5[CH:24]=[CH:23][CH:22]=[CH:21][CH:20]=5)[N:16]=[CH:15][N:14]=4)=[CH:8][CH:7]=3)[CH2:41][CH2:40]2)[CH:36]=[CH:37][CH:38]=1)([CH3:32])([CH3:30])[CH3:31]. The catalyst class is: 41. (5) The catalyst class is: 40. Product: [Cl:2][CH2:3][C:4]1[N:17]([CH2:18][CH2:19][CH2:20][NH:21][C:22](=[O:28])[O:23][C:24]([CH3:27])([CH3:26])[CH3:25])[C:16]2[C:15]3[N:14]=[CH:13][CH:12]=[CH:11][C:10]=3[N:9]=[CH:8][C:7]=2[N:6]=1. Reactant: Cl.[Cl:2][CH2:3][C:4]([NH:6][C:7]1[CH:8]=[N:9][C:10]2[C:15]([C:16]=1[NH:17][CH2:18][CH2:19][CH2:20][NH:21][C:22](=[O:28])[O:23][C:24]([CH3:27])([CH3:26])[CH3:25])=[N:14][CH:13]=[CH:12][CH:11]=2)=O.C(=O)([O-])[O-].[K+].[K+]. (6) Reactant: [NH2:1][C:2]1[CH:3]=[CH:4][C:5]([O:18][CH3:19])=[C:6]([NH:8][C:9](=[O:17])[CH2:10][N:11]2[CH2:16][CH2:15][O:14][CH2:13][CH2:12]2)[CH:7]=1.[C:20]1([C:26]2[O:30][C:29]([C:31](O)=[O:32])=[N:28][CH:27]=2)[CH:25]=[CH:24][CH:23]=[CH:22][CH:21]=1.C(N(C(C)C)CC)(C)C. Product: [CH3:19][O:18][C:5]1[CH:4]=[CH:3][C:2]([NH:1][C:31]([C:29]2[O:30][C:26]([C:20]3[CH:21]=[CH:22][CH:23]=[CH:24][CH:25]=3)=[CH:27][N:28]=2)=[O:32])=[CH:7][C:6]=1[NH:8][C:9](=[O:17])[CH2:10][N:11]1[CH2:16][CH2:15][O:14][CH2:13][CH2:12]1. The catalyst class is: 3. (7) Reactant: [NH2:1][C:2]1[CH:30]=[CH:29][C:5]([O:6][C:7]2[CH:12]=[CH:11][N:10]=[C:9]3[CH:13]=[C:14]([C:16]4[CH2:21][CH2:20][N:19]([C:22]([O:24][C:25]([CH3:28])([CH3:27])[CH3:26])=[O:23])[CH2:18][CH:17]=4)[S:15][C:8]=23)=[C:4]([F:31])[CH:3]=1.[H][H]. Product: [NH2:1][C:2]1[CH:30]=[CH:29][C:5]([O:6][C:7]2[CH:12]=[CH:11][N:10]=[C:9]3[CH:13]=[C:14]([CH:16]4[CH2:21][CH2:20][N:19]([C:22]([O:24][C:25]([CH3:27])([CH3:28])[CH3:26])=[O:23])[CH2:18][CH2:17]4)[S:15][C:8]=23)=[C:4]([F:31])[CH:3]=1. The catalyst class is: 43.